From a dataset of Catalyst prediction with 721,799 reactions and 888 catalyst types from USPTO. Predict which catalyst facilitates the given reaction. (1) Reactant: [Si]([O:8][CH2:9][CH2:10][N:11]([C:22]1[CH:27]=[CH:26][C:25]([N:28]2[CH2:32][CH2:31][N:30]([CH2:33][C:34]([O:36][CH2:37][CH3:38])=[O:35])[C:29]2=[O:39])=[C:24]([CH2:40][CH3:41])[CH:23]=1)[C:12]([C:14]1[C:15]([Cl:21])=[N:16][CH:17]=[N:18][C:19]=1[Cl:20])=[O:13])(C(C)(C)C)(C)C.C([O-])([O-])=O.[K+].[K+]. Product: [Cl:20][C:19]1[C:14]([C:12]([N:11]([C:22]2[CH:27]=[CH:26][C:25]([N:28]3[CH2:32][CH2:31][N:30]([CH2:33][C:34]([O:36][CH2:37][CH3:38])=[O:35])[C:29]3=[O:39])=[C:24]([CH2:40][CH3:41])[CH:23]=2)[CH2:10][CH2:9][OH:8])=[O:13])=[C:15]([Cl:21])[N:16]=[CH:17][N:18]=1. The catalyst class is: 496. (2) Reactant: Br[C:2]1[C:3]([NH2:10])=[CH:4][C:5]([O:8][CH3:9])=[N:6][CH:7]=1.[O:11]1[C:16](B2OC(C)(C)C(C)(C)O2)=[CH:15][CH2:14][CH2:13][CH2:12]1. Product: [O:11]1[C:12]([C:2]2[C:3]([NH2:10])=[CH:4][C:5]([O:8][CH3:9])=[N:6][CH:7]=2)=[CH:13][CH2:14][CH2:15][CH2:16]1. The catalyst class is: 57. (3) Product: [CH2:1]([N:13]1[C:32]2[CH:31]=[C:30]3[C:29]4[C:24]([C:23](=[O:52])[C:22]3=[CH:21][C:20]=2[C:15]2[C:14]1=[CH:19][CH:18]=[CH:17][CH:16]=2)=[CH:25][C:26]1[C:33]2[CH:38]=[CH:37][CH:36]=[CH:35][C:34]=2[N:39]([CH2:40][CH2:41][CH2:42][CH2:43][CH2:44][CH2:45][CH2:46][CH2:47][CH2:48][CH2:49][CH2:50][CH3:51])[C:27]=1[CH:28]=4)[CH2:2][CH2:3][CH2:4][CH2:5][CH2:6][CH2:7][CH2:8][CH2:9][CH2:10][CH2:11][CH3:12]. The catalyst class is: 222. Reactant: [CH2:1]([NH:13][C:14]1[CH:19]=[CH:18][CH:17]=[CH:16][C:15]=1[C:20]1[CH:32]=[CH:31][C:30]2[C:29]3[C:24](=[CH:25][C:26]([C:33]4[CH:38]=[CH:37][CH:36]=[CH:35][C:34]=4[NH:39][CH2:40][CH2:41][CH2:42][CH2:43][CH2:44][CH2:45][CH2:46][CH2:47][CH2:48][CH2:49][CH2:50][CH3:51])=[CH:27][CH:28]=3)[C:23](=[O:52])[C:22]=2[CH:21]=1)[CH2:2][CH2:3][CH2:4][CH2:5][CH2:6][CH2:7][CH2:8][CH2:9][CH2:10][CH2:11][CH3:12].C(O)(=O)C.C(O)(=O)C.IC1C=CC=CC=1.ClCCl. (4) Reactant: Cl[C:2]1[N:3]=[CH:4][CH:5]=[C:6]2[CH:10]=[CH:9][O:8][C:7]=12.C(O)CCC.Cl.[CH3:17][O:18][NH2:19]. Product: [CH3:17][O:18][NH:19][C:2]1[N:3]=[CH:4][CH:5]=[C:6]2[CH:10]=[CH:9][O:8][C:7]=12. The catalyst class is: 6. (5) Reactant: [Cl:1][C:2]1[CH:9]=[CH:8][CH:7]=[C:6]([F:10])[C:3]=1[CH:4]=O.[CH3:11][C:12]([CH3:14])=[O:13].[OH-].[K+]. Product: [Cl:1][C:2]1[CH:9]=[CH:8][CH:7]=[C:6]([F:10])[C:3]=1/[CH:4]=[CH:11]/[C:12](=[O:13])/[CH:14]=[CH:4]/[C:3]1[C:6]([F:10])=[CH:7][CH:8]=[CH:9][C:2]=1[Cl:1]. The catalyst class is: 8. (6) Reactant: [CH3:1][N:2]1[C:6]([C:7]#[C:8][Si](C)(C)C)=[CH:5][N:4]=[C:3]1[C:13]([OH:16])([CH3:15])[CH3:14].CCCC[N+](CCCC)(CCCC)CCCC.[F-]. Product: [C:7]([C:6]1[N:2]([CH3:1])[C:3]([C:13]([OH:16])([CH3:14])[CH3:15])=[N:4][CH:5]=1)#[CH:8]. The catalyst class is: 20. (7) Reactant: C(O[BH-](OC(=O)C)OC(=O)C)(=O)C.[Na+].[C:15]1([CH3:28])[CH:20]=[CH:19][C:18]([NH:21][CH:22]2[CH2:27][CH2:26][NH:25][CH2:24][CH2:23]2)=[CH:17][CH:16]=1.[CH:29]([CH2:31][C:32]1([CH2:38][CH2:39][N:40]2[C:44](=[O:45])[C:43]3=[CH:46][CH:47]=[CH:48][CH:49]=[C:42]3[C:41]2=[O:50])[CH2:37][CH2:36][CH2:35][CH2:34][CH2:33]1)=O.C(O)(=O)C.C(=O)([O-])O.[Na+]. Product: [C:15]1([CH3:28])[CH:16]=[CH:17][C:18]([NH:21][CH:22]2[CH2:27][CH2:26][N:25]([CH2:29][CH2:31][C:32]3([CH2:38][CH2:39][N:40]4[C:44](=[O:45])[C:43]5=[CH:46][CH:47]=[CH:48][CH:49]=[C:42]5[C:41]4=[O:50])[CH2:33][CH2:34][CH2:35][CH2:36][CH2:37]3)[CH2:24][CH2:23]2)=[CH:19][CH:20]=1. The catalyst class is: 26. (8) Reactant: [C:1]([O:5][C:6]([N:8]1[CH2:13][CH2:12][C:11]([C:15]2[CH:20]=[CH:19][CH:18]=[CH:17][C:16]=2[F:21])(O)[CH2:10][CH2:9]1)=[O:7])([CH3:4])([CH3:3])[CH3:2].C(N(S(F)(F)[F:28])CC)C. Product: [C:1]([O:5][C:6]([N:8]1[CH2:13][CH2:12][C:11]([F:28])([C:15]2[CH:20]=[CH:19][CH:18]=[CH:17][C:16]=2[F:21])[CH2:10][CH2:9]1)=[O:7])([CH3:4])([CH3:3])[CH3:2]. The catalyst class is: 2. (9) Reactant: [F:1][C:2]1[CH:3]=[CH:4][C:5]([O:23][CH3:24])=[C:6]([C:8]2[CH:13]=[CH:12][N:11]=[C:10]3[NH:14][C:15]([CH:17]4[CH2:22][CH2:21][NH:20][CH2:19][CH2:18]4)=[CH:16][C:9]=23)[CH:7]=1.[CH3:25][NH:26][S:27](Cl)(=[O:29])=[O:28].C(N(CC)CC)C. Product: [F:1][C:2]1[CH:3]=[CH:4][C:5]([O:23][CH3:24])=[C:6]([C:8]2[CH:13]=[CH:12][N:11]=[C:10]3[NH:14][C:15]([CH:17]4[CH2:18][CH2:19][N:20]([S:27]([NH:26][CH3:25])(=[O:29])=[O:28])[CH2:21][CH2:22]4)=[CH:16][C:9]=23)[CH:7]=1. The catalyst class is: 2.